This data is from Catalyst prediction with 721,799 reactions and 888 catalyst types from USPTO. The task is: Predict which catalyst facilitates the given reaction. (1) Reactant: C([N:8]1[CH2:14][C:13]2[N:15]=[CH:16][C:17]([N:19]([CH:21]3[CH2:24][CH2:23][CH2:22]3)[CH3:20])=[N:18][C:12]=2[O:11][C@@H:10]([CH2:25][O:26][CH3:27])[CH2:9]1)C1C=CC=CC=1.C(OCC)(=O)C.[ClH:34]. Product: [ClH:34].[CH:21]1([N:19]([CH3:20])[C:17]2[CH:16]=[N:15][C:13]3[CH2:14][NH:8][CH2:9][C@H:10]([CH2:25][O:26][CH3:27])[O:11][C:12]=3[N:18]=2)[CH2:22][CH2:23][CH2:24]1. The catalyst class is: 105. (2) Reactant: [CH:1]1([NH:4][C:5](=[O:16])[C:6]2[CH:11]=[CH:10][C:9]([CH3:12])=[C:8]([N+:13]([O-])=O)[CH:7]=2)[CH2:3][CH2:2]1. Product: [NH2:13][C:8]1[CH:7]=[C:6]([CH:11]=[CH:10][C:9]=1[CH3:12])[C:5]([NH:4][CH:1]1[CH2:2][CH2:3]1)=[O:16]. The catalyst class is: 63. (3) Reactant: Br[CH2:2][CH2:3][NH:4][C:5](=[O:11])[O:6][C:7]([CH3:10])([CH3:9])[CH3:8].[OH:12][C:13]1[CH:14]=[C:15]([CH:20]=[CH:21][CH:22]=1)[C:16]([O:18][CH3:19])=[O:17].C(=O)([O-])[O-].[Cs+].[Cs+]. Product: [C:7]([O:6][C:5]([NH:4][CH2:3][CH2:2][O:12][C:13]1[CH:14]=[C:15]([CH:20]=[CH:21][CH:22]=1)[C:16]([O:18][CH3:19])=[O:17])=[O:11])([CH3:10])([CH3:9])[CH3:8]. The catalyst class is: 9. (4) Reactant: C=O.[CH:3]([S:6]([N:9]1[C:13]2[CH:14]=[C:15]([C:18]3[N:22]([CH:23]4[CH2:28][CH2:27][NH:26][CH2:25][CH2:24]4)[CH:21]=[N:20][C:19]=3[C:29]3[CH:34]=[CH:33][CH:32]=[CH:31][CH:30]=3)[CH:16]=[CH:17][C:12]=2[N:11]=[C:10]1[NH2:35])(=[O:8])=[O:7])([CH3:5])[CH3:4].[C:36](O)(=O)C.C([BH3-])#N.[Na+]. Product: [CH:3]([S:6]([N:9]1[C:13]2[CH:14]=[C:15]([C:18]3[N:22]([CH:23]4[CH2:28][CH2:27][N:26]([CH3:36])[CH2:25][CH2:24]4)[CH:21]=[N:20][C:19]=3[C:29]3[CH:34]=[CH:33][CH:32]=[CH:31][CH:30]=3)[CH:16]=[CH:17][C:12]=2[N:11]=[C:10]1[NH2:35])(=[O:7])=[O:8])([CH3:5])[CH3:4]. The catalyst class is: 5.